This data is from Forward reaction prediction with 1.9M reactions from USPTO patents (1976-2016). The task is: Predict the product of the given reaction. Given the reactants [NH2:1][C:2]1[CH:7]=[CH:6][C:5]([C:8]2[S:12][C:11]([CH2:13][CH2:14][NH:15][S:16]([C:19]([F:22])([F:21])[F:20])(=[O:18])=[O:17])=[N:10][CH:9]=2)=[CH:4][CH:3]=1.C(N(CC)CC)C.[Cl:30][C:31]1[CH:39]=[CH:38][CH:37]=[CH:36][C:32]=1[C:33](Cl)=[O:34], predict the reaction product. The product is: [Cl:30][C:31]1[CH:39]=[CH:38][CH:37]=[CH:36][C:32]=1[C:33]([NH:1][C:2]1[CH:3]=[CH:4][C:5]([C:8]2[S:12][C:11]([CH2:13][CH2:14][NH:15][S:16]([C:19]([F:20])([F:21])[F:22])(=[O:18])=[O:17])=[N:10][CH:9]=2)=[CH:6][CH:7]=1)=[O:34].